From a dataset of Full USPTO retrosynthesis dataset with 1.9M reactions from patents (1976-2016). Predict the reactants needed to synthesize the given product. Given the product [C:1]([O:5][C:6]([NH:8][CH2:9][C:10]([NH:44][C@H:45]1[CH2:50][CH2:49][C@H:48]([CH2:51][C:52]([NH:54][C@H:55]([B:68]2[O:76][CH:75]3[C:70]([CH3:80])([CH:71]4[CH2:77][CH:73]([CH2:74]3)[C:72]4([CH3:79])[CH3:78])[O:69]2)[CH2:56][C:57]2[C:58]([O:66][CH3:67])=[C:59]([CH:63]=[CH:64][CH:65]=2)[C:60]([OH:62])=[O:61])=[O:53])[CH2:47][CH2:46]1)=[O:12])=[O:7])([CH3:2])([CH3:3])[CH3:4], predict the reactants needed to synthesize it. The reactants are: [C:1]([O:5][C:6]([NH:8][CH2:9][C:10]([OH:12])=O)=[O:7])([CH3:4])([CH3:3])[CH3:2].CN(C(ON1N=NC2C=CC=NC1=2)=[N+](C)C)C.F[P-](F)(F)(F)(F)F.CN1CCOCC1.[NH2:44][C@H:45]1[CH2:50][CH2:49][C@H:48]([CH2:51][C:52]([NH:54][C@H:55]([B:68]2[O:76][CH:75]3[C:70]([CH3:80])([CH:71]4[CH2:77][CH:73]([CH2:74]3)[C:72]4([CH3:79])[CH3:78])[O:69]2)[CH2:56][C:57]2[C:58]([O:66][CH3:67])=[C:59]([CH:63]=[CH:64][CH:65]=2)[C:60]([OH:62])=[O:61])=[O:53])[CH2:47][CH2:46]1.